From a dataset of Forward reaction prediction with 1.9M reactions from USPTO patents (1976-2016). Predict the product of the given reaction. The product is: [F:25][C:22]1[CH:21]=[CH:20][C:19]([C:17]2[N:18]=[C:13]([N:1]3[C:9]4[C:4](=[CH:5][CH:6]=[CH:7][CH:8]=4)[CH:3]=[CH:2]3)[C:14]3[N:28]([CH3:29])[N:27]=[C:26]([CH2:30][CH2:31][CH3:32])[C:15]=3[N:16]=2)=[CH:24][CH:23]=1. Given the reactants [NH:1]1[C:9]2[C:4](=[CH:5][CH:6]=[CH:7][CH:8]=2)[CH:3]=[CH:2]1.[H-].[Na+].Cl[C:13]1[C:14]2[N:28]([CH3:29])[N:27]=[C:26]([CH2:30][CH2:31][CH3:32])[C:15]=2[N:16]=[C:17]([C:19]2[CH:24]=[CH:23][C:22]([F:25])=[CH:21][CH:20]=2)[N:18]=1, predict the reaction product.